This data is from NCI-60 drug combinations with 297,098 pairs across 59 cell lines. The task is: Regression. Given two drug SMILES strings and cell line genomic features, predict the synergy score measuring deviation from expected non-interaction effect. (1) Drug 1: CC12CCC(CC1=CCC3C2CCC4(C3CC=C4C5=CN=CC=C5)C)O. Drug 2: CC1=CC2C(CCC3(C2CCC3(C(=O)C)OC(=O)C)C)C4(C1=CC(=O)CC4)C. Cell line: COLO 205. Synergy scores: CSS=-11.7, Synergy_ZIP=2.28, Synergy_Bliss=-5.06, Synergy_Loewe=-9.16, Synergy_HSA=-9.29. (2) Drug 1: COCCOC1=C(C=C2C(=C1)C(=NC=N2)NC3=CC=CC(=C3)C#C)OCCOC.Cl. Drug 2: B(C(CC(C)C)NC(=O)C(CC1=CC=CC=C1)NC(=O)C2=NC=CN=C2)(O)O. Cell line: DU-145. Synergy scores: CSS=32.8, Synergy_ZIP=41.8, Synergy_Bliss=39.3, Synergy_Loewe=34.1, Synergy_HSA=38.0. (3) Drug 1: C1=CC(=CC=C1C#N)C(C2=CC=C(C=C2)C#N)N3C=NC=N3. Drug 2: C1=CN(C=N1)CC(O)(P(=O)(O)O)P(=O)(O)O. Cell line: HT29. Synergy scores: CSS=4.10, Synergy_ZIP=0.998, Synergy_Bliss=-0.00510, Synergy_Loewe=2.26, Synergy_HSA=-0.605. (4) Drug 1: C1=NC2=C(N1)C(=S)N=C(N2)N. Drug 2: CC1C(C(CC(O1)OC2CC(CC3=C2C(=C4C(=C3O)C(=O)C5=CC=CC=C5C4=O)O)(C(=O)C)O)N)O. Cell line: HCT-15. Synergy scores: CSS=50.1, Synergy_ZIP=-10.8, Synergy_Bliss=-12.9, Synergy_Loewe=-10.5, Synergy_HSA=-9.18. (5) Drug 1: CC1=C(C=C(C=C1)C(=O)NC2=CC(=CC(=C2)C(F)(F)F)N3C=C(N=C3)C)NC4=NC=CC(=N4)C5=CN=CC=C5. Drug 2: C1CN(CCN1C(=O)CCBr)C(=O)CCBr. Cell line: OVCAR3. Synergy scores: CSS=-2.85, Synergy_ZIP=3.92, Synergy_Bliss=9.42, Synergy_Loewe=0.0616, Synergy_HSA=0.330. (6) Drug 1: CNC(=O)C1=CC=CC=C1SC2=CC3=C(C=C2)C(=NN3)C=CC4=CC=CC=N4. Drug 2: C(CN)CNCCSP(=O)(O)O. Cell line: SNB-19. Synergy scores: CSS=1.50, Synergy_ZIP=0.999, Synergy_Bliss=4.73, Synergy_Loewe=-0.681, Synergy_HSA=2.99. (7) Drug 1: CCC1(CC2CC(C3=C(CCN(C2)C1)C4=CC=CC=C4N3)(C5=C(C=C6C(=C5)C78CCN9C7C(C=CC9)(C(C(C8N6C=O)(C(=O)OC)O)OC(=O)C)CC)OC)C(=O)OC)O.OS(=O)(=O)O. Drug 2: C1C(C(OC1N2C=NC3=C2NC=NCC3O)CO)O. Cell line: A549. Synergy scores: CSS=3.73, Synergy_ZIP=-1.61, Synergy_Bliss=-2.12, Synergy_Loewe=2.04, Synergy_HSA=-1.16. (8) Drug 2: CC12CCC3C(C1CCC2O)C(CC4=C3C=CC(=C4)O)CCCCCCCCCS(=O)CCCC(C(F)(F)F)(F)F. Cell line: ACHN. Synergy scores: CSS=12.8, Synergy_ZIP=2.27, Synergy_Bliss=6.79, Synergy_Loewe=-10.8, Synergy_HSA=1.23. Drug 1: C1CN1P(=S)(N2CC2)N3CC3. (9) Synergy scores: CSS=37.5, Synergy_ZIP=-1.46, Synergy_Bliss=-2.36, Synergy_Loewe=-40.7, Synergy_HSA=-0.763. Drug 1: CC1=C2C(C(=O)C3(C(CC4C(C3C(C(C2(C)C)(CC1OC(=O)C(C(C5=CC=CC=C5)NC(=O)OC(C)(C)C)O)O)OC(=O)C6=CC=CC=C6)(CO4)OC(=O)C)OC)C)OC. Drug 2: C1CC(=O)NC(=O)C1N2C(=O)C3=CC=CC=C3C2=O. Cell line: PC-3. (10) Drug 1: C1=CC(=CC=C1CCC2=CNC3=C2C(=O)NC(=N3)N)C(=O)NC(CCC(=O)O)C(=O)O. Drug 2: C1=CN(C(=O)N=C1N)C2C(C(C(O2)CO)O)O.Cl. Cell line: SNB-19. Synergy scores: CSS=35.5, Synergy_ZIP=-12.3, Synergy_Bliss=-3.76, Synergy_Loewe=-1.37, Synergy_HSA=1.80.